This data is from Catalyst prediction with 721,799 reactions and 888 catalyst types from USPTO. The task is: Predict which catalyst facilitates the given reaction. (1) Reactant: Br[C:2]1[CH:7]=[CH:6][C:5]([C:8]2[CH:13]=[CH:12][C:11](Br)=[CH:10][CH:9]=2)=[CH:4][CH:3]=1.[Cl-].[NH4+:16]. Product: [CH:3]1[C:4]2[N:16]([C:11]3[CH:12]=[CH:13][C:8]([C:5]4[CH:6]=[CH:7][C:2]([N:16]5[C:13]6[CH:12]=[CH:11][CH:10]=[CH:9][C:8]=6[C:5]6[C:4]5=[CH:3][CH:2]=[CH:7][CH:6]=6)=[CH:3][CH:4]=4)=[CH:9][CH:10]=3)[C:13]3[C:8](=[CH:9][CH:10]=[CH:11][CH:12]=3)[C:5]=2[CH:6]=[CH:7][CH:2]=1. The catalyst class is: 22. (2) Reactant: FC(F)(F)S(O[C:7]1[CH:16]=[C:15]2[C:10]([CH2:11][CH2:12][CH:13]([C:17]3[CH:22]=[CH:21][CH:20]=[CH:19][CH:18]=3)[O:14]2)=[CH:9][CH:8]=1)(=O)=O.[B:25]1([B:25]2[O:29][C:28]([CH3:31])([CH3:30])[C:27]([CH3:33])([CH3:32])[O:26]2)[O:29][C:28]([CH3:31])([CH3:30])[C:27]([CH3:33])([CH3:32])[O:26]1.C([O-])(=O)C.[K+]. Product: [CH3:32][C:27]1([CH3:33])[C:28]([CH3:31])([CH3:30])[O:29][B:25]([C:7]2[CH:16]=[C:15]3[C:10]([CH2:11][CH2:12][CH:13]([C:17]4[CH:22]=[CH:21][CH:20]=[CH:19][CH:18]=4)[O:14]3)=[CH:9][CH:8]=2)[O:26]1. The catalyst class is: 75. (3) Reactant: [C:1]([N:4]1[C:12]2[C:7](=[CH:8][C:9]([C:13]([CH:15]3C(=O)O[C:18](C)([CH3:22])[O:17][C:16]3=[O:24])=[O:14])=[CH:10][CH:11]=2)[C:6]([CH3:25])=[N:5]1)(=[O:3])[CH3:2]. Product: [C:1]([N:4]1[C:12]2[C:7](=[CH:8][C:9]([C:13](=[O:14])[CH2:15][C:16]([O:17][CH2:18][CH3:22])=[O:24])=[CH:10][CH:11]=2)[C:6]([CH3:25])=[N:5]1)(=[O:3])[CH3:2]. The catalyst class is: 8. (4) Reactant: [CH:1]1([C:7]2[C:16]3[C:11](=[CH:12][CH:13]=[C:14]([C:17]([NH:19][CH2:20][CH:21]([CH3:23])[CH3:22])=[O:18])[CH:15]=3)[CH2:10][CH2:9][N:8]=2)[CH2:6][CH2:5][CH2:4][CH2:3][CH2:2]1.[BH4-].[Na+]. Product: [CH:1]1([CH:7]2[C:16]3[C:11](=[CH:12][CH:13]=[C:14]([C:17]([NH:19][CH2:20][CH:21]([CH3:23])[CH3:22])=[O:18])[CH:15]=3)[CH2:10][CH2:9][NH:8]2)[CH2:2][CH2:3][CH2:4][CH2:5][CH2:6]1. The catalyst class is: 5. (5) Reactant: [I:1][CH2:2][CH2:3][CH2:4][CH3:5].[N:6]1([C:11]2[CH:16]=[CH:15][N:14]=[CH:13][CH:12]=2)[CH2:10][CH2:9][CH2:8][CH2:7]1. Product: [I-:1].[CH2:2]([N+:14]1[CH:15]=[CH:16][C:11]([N:6]2[CH2:10][CH2:9][CH2:8][CH2:7]2)=[CH:12][CH:13]=1)[CH2:3][CH2:4][CH3:5]. The catalyst class is: 8.